From a dataset of Forward reaction prediction with 1.9M reactions from USPTO patents (1976-2016). Predict the product of the given reaction. (1) Given the reactants [O:1]=[C:2]1[O:13][CH2:12][C@@H:11]2[CH2:14][CH2:15][CH2:16][N:10]2[C:9](=[O:17])[C@H:8]([NH:18]C(=O)OC(C)(C)C)[CH2:7][CH:6]=[CH:5][CH2:4][CH2:3]1.FC(F)(F)C(O)=O, predict the reaction product. The product is: [NH2:18][C@@H:8]1[CH2:7][CH:6]=[CH:5][CH2:4][CH2:3][C:2](=[O:1])[O:13][CH2:12][C@@H:11]2[CH2:14][CH2:15][CH2:16][N:10]2[C:9]1=[O:17]. (2) Given the reactants Br[C:2]1[CH:7]=[CH:6][C:5]([S:8]([N:11]([CH3:13])[CH3:12])(=[O:10])=[O:9])=[CH:4][CH:3]=1.[C:14]([C:16]1[N:20]([CH3:21])[C:19](B(O)O)=[CH:18][CH:17]=1)#[N:15].[F-].[K+].C(P(C(C)(C)C)C(C)(C)C)(C)(C)C, predict the reaction product. The product is: [C:14]([C:16]1[N:20]([CH3:21])[C:19]([C:2]2[CH:7]=[CH:6][C:5]([S:8]([N:11]([CH3:13])[CH3:12])(=[O:10])=[O:9])=[CH:4][CH:3]=2)=[CH:18][CH:17]=1)#[N:15]. (3) Given the reactants [NH2:1][C:2]1[S:3][C:4]([C:10]2[C:15]([F:16])=[CH:14][C:13]([C:17]([OH:20])([CH3:19])[CH3:18])=[CH:12][C:11]=2[F:21])=[CH:5][C:6]=1[C:7]([NH2:9])=[O:8].Br[C:23]1[CH:28]=[CH:27][N:26]=[C:25]([CH2:29][N:30]2[CH:34]=[C:33]([Si:35]([CH3:38])([CH3:37])[CH3:36])[N:32]=[N:31]2)[N:24]=1.ClC1C=CN=C(CN2C=C([Si](C)(C)C)N=N2)N=1, predict the reaction product. The product is: [F:16][C:15]1[CH:14]=[C:13]([C:17]([OH:20])([CH3:18])[CH3:19])[CH:12]=[C:11]([F:21])[C:10]=1[C:4]1[S:3][C:2]([NH:1][C:27]2[CH:28]=[CH:23][N:24]=[C:25]([CH2:29][N:30]3[CH:34]=[C:33]([Si:35]([CH3:38])([CH3:37])[CH3:36])[N:32]=[N:31]3)[N:26]=2)=[C:6]([C:7]([NH2:9])=[O:8])[CH:5]=1. (4) Given the reactants Br[C:2]1[CH:3]=[N:4][CH:5]=[C:6]([Br:8])[CH:7]=1.[CH3:9][C:10]1[C:14](B2OC(C)(C)C(C)(C)O2)=[C:13]([CH3:24])[O:12][N:11]=1.C(=O)([O-])[O-].[K+].[K+], predict the reaction product. The product is: [Br:8][C:6]1[CH:7]=[C:2]([C:14]2[C:10]([CH3:9])=[N:11][O:12][C:13]=2[CH3:24])[CH:3]=[N:4][CH:5]=1. (5) Given the reactants C(N(CC)CC)C.[B-](F)(F)(F)F.CN(C(ON1C(=O)CCC1=O)=[N+](C)C)C.[CH3:28][O:29][C:30]1[CH:35]=[CH:34][C:33]([C:36]2[CH:41]=[CH:40][N:39]=[C:38]3[NH:42][C:43]([C:45]4[CH:53]=[CH:52][C:48]([C:49](O)=[O:50])=[CH:47][CH:46]=4)=[N:44][C:37]=23)=[CH:32][CH:31]=1.[N:54]1([CH2:60][CH2:61][NH2:62])[CH2:59][CH2:58][CH2:57][CH2:56][CH2:55]1, predict the reaction product. The product is: [CH3:28][O:29][C:30]1[CH:35]=[CH:34][C:33]([C:36]2[CH:41]=[CH:40][N:39]=[C:38]3[NH:42][C:43]([C:45]4[CH:53]=[CH:52][C:48]([C:49]([NH:62][CH2:61][CH2:60][N:54]5[CH2:59][CH2:58][CH2:57][CH2:56][CH2:55]5)=[O:50])=[CH:47][CH:46]=4)=[N:44][C:37]=23)=[CH:32][CH:31]=1. (6) Given the reactants [Cl:1][C:2]1[CH:27]=[CH:26][C:5]([O:6][CH2:7][C:8]([N:10]2[CH2:15][C@H:14]([CH3:16])[N:13]([CH2:17][C:18]3[CH:23]=[CH:22][C:21]([F:24])=[CH:20][CH:19]=3)[CH2:12][C@H:11]2[CH3:25])=[O:9])=[C:4]([OH:28])[CH:3]=1.C(=O)([O-])[O-].[Cs+].[Cs+].Br[CH2:36][C:37]#[N:38], predict the reaction product. The product is: [Cl:1][C:2]1[CH:27]=[CH:26][C:5]([O:6][CH2:7][C:8]([N:10]2[CH2:15][C@H:14]([CH3:16])[N:13]([CH2:17][C:18]3[CH:23]=[CH:22][C:21]([F:24])=[CH:20][CH:19]=3)[CH2:12][C@H:11]2[CH3:25])=[O:9])=[C:4]([CH:3]=1)[O:28][CH2:36][C:37]#[N:38].